From a dataset of Forward reaction prediction with 1.9M reactions from USPTO patents (1976-2016). Predict the product of the given reaction. (1) Given the reactants C[Si]([C:5]#[C:6][C:7]1[CH:8]=[C:9]([CH:31]=[CH:32][C:33]=1[CH3:34])[C:10]([NH:12][C:13]1[CH:18]=[CH:17][C:16]([CH2:19][N:20]2[CH2:25][CH2:24][N:23]([CH3:26])[CH2:22][CH2:21]2)=[C:15]([C:27]([F:30])([F:29])[F:28])[CH:14]=1)=[O:11])(C)C.C(=O)([O-])[O-].[K+].[K+], predict the reaction product. The product is: [C:6]([C:7]1[CH:8]=[C:9]([CH:31]=[CH:32][C:33]=1[CH3:34])[C:10]([NH:12][C:13]1[CH:18]=[CH:17][C:16]([CH2:19][N:20]2[CH2:21][CH2:22][N:23]([CH3:26])[CH2:24][CH2:25]2)=[C:15]([C:27]([F:28])([F:30])[F:29])[CH:14]=1)=[O:11])#[CH:5]. (2) Given the reactants [CH2:1]([O:3][C:4]1[C:9]([C:10]([F:13])([F:12])[F:11])=[CH:8][CH:7]=[CH:6][N:5]=1)[CH3:2].[Br:14]N1C(C)(C)C(=O)N(Br)C1=O.CCOC(C)=O.CCCCCC, predict the reaction product. The product is: [Br:14][C:7]1[CH:8]=[C:9]([C:10]([F:13])([F:11])[F:12])[C:4]([O:3][CH2:1][CH3:2])=[N:5][CH:6]=1. (3) Given the reactants [OH:1][C:2]1[C:11]2[C:6](=[CH:7][CH:8]=[CH:9][CH:10]=2)[C:5]([C:12]([OH:14])=[O:13])=[CH:4][CH:3]=1.S(=O)(=O)(O)O.[CH3:20]O, predict the reaction product. The product is: [OH:1][C:2]1[C:11]2[C:6](=[CH:7][CH:8]=[CH:9][CH:10]=2)[C:5]([C:12]([O:14][CH3:20])=[O:13])=[CH:4][CH:3]=1. (4) Given the reactants [Cl:1][C:2]1[CH:3]=[C:4]([C:8]2[C:13]3[N:14]([CH2:26][C@H:27]4[CH2:32][CH2:31][C@H:30]([CH3:33])[CH2:29][CH2:28]4)[C:15]([N:17]4[CH2:22][CH2:21][O:20][C@@H:19]5[CH2:23][CH2:24][CH2:25][C@@H:18]45)=[N:16][C:12]=3[CH:11]=[C:10]([C:34]#[N:35])[N:9]=2)[CH:5]=[N:6][CH:7]=1.[Cl-].[Li+].CC1(C)CCCC(C)(C)N1[Mg]Cl.[Br:50]N1C(C)(C)C(=O)N(Br)C1=O, predict the reaction product. The product is: [Br:50][C:11]1[C:12]2[N:16]=[C:15]([N:17]3[CH2:22][CH2:21][O:20][C@@H:19]4[CH2:23][CH2:24][CH2:25][C@@H:18]34)[N:14]([CH2:26][C@H:27]3[CH2:32][CH2:31][C@H:30]([CH3:33])[CH2:29][CH2:28]3)[C:13]=2[C:8]([C:4]2[CH:5]=[N:6][CH:7]=[C:2]([Cl:1])[CH:3]=2)=[N:9][C:10]=1[C:34]#[N:35].